This data is from Forward reaction prediction with 1.9M reactions from USPTO patents (1976-2016). The task is: Predict the product of the given reaction. (1) Given the reactants [OH:1][CH:2]1[N:6]([C:7]2[CH:12]=[C:11]([C:13]([F:16])([F:15])[F:14])[C:10](I)=[CH:9][N:8]=2)[C:5](=[O:18])[N:4]([CH3:19])[CH:3]1[CH3:20].C[C:22]1[N:27]=[CH:26][C:25](B(O)O)=[CH:24][CH:23]=1.C1(P(C2CCCCC2)C2CCCCC2)CCCCC1.[C:50]([O-])([O-])=[O:51].[K+].[K+].B(O)O.[O-]P([O-])([O-])=O.[K+].[K+].[K+], predict the reaction product. The product is: [OH:1][CH:2]1[N:6]([C:7]2[CH:12]=[C:11]([C:13]([F:16])([F:15])[F:14])[C:10]([C:23]3[CH:22]=[N:27][CH:26]=[CH:25][C:24]=3[O:51][CH3:50])=[CH:9][N:8]=2)[C:5](=[O:18])[N:4]([CH3:19])[CH:3]1[CH3:20]. (2) Given the reactants [Cl:1][C:2]1[CH:3]=[CH:4][C:5]([N:15]2[CH:19]=[C:18]([C:20]([F:23])([F:22])[F:21])[N:17]=[N:16]2)=[C:6]([C:8]2[N:13]=[CH:12][N:11]=[C:10]([OH:14])[CH:9]=2)[CH:7]=1.CN(C(ON1N=NC2C=CC=NC1=2)=[N+](C)C)C.F[P-](F)(F)(F)(F)F.C1CCN2C(=NCCC2)CC1.N[C@@H:60]1[C:76]2[CH:77]=[C:72]([CH:73]=[CH:74][CH:75]=2)[C:71]2[N:70]([CH:78]([F:80])[F:79])[N:69]=[CH:68][C:67]=2[NH:66][C:65](=[O:81])[C@H:64]([CH3:82])[CH2:63][CH2:62][CH2:61]1, predict the reaction product. The product is: [Cl:1][C:2]1[CH:3]=[CH:4][C:5]([N:15]2[CH:19]=[C:18]([C:20]([F:21])([F:23])[F:22])[N:17]=[N:16]2)=[C:6]([C:8]2[N:13]=[CH:12][N:11]([C@@H:60]3[C:76]4[CH:77]=[C:72]([CH:73]=[CH:74][CH:75]=4)[C:71]4[N:70]([CH:78]([F:80])[F:79])[N:69]=[CH:68][C:67]=4[NH:66][C:65](=[O:81])[C@H:64]([CH3:82])[CH2:63][CH2:62][CH2:61]3)[C:10](=[O:14])[CH:9]=2)[CH:7]=1. (3) Given the reactants Cl[C:2]1[C:14]2[C:13]3[CH:12]=[CH:11][C:10]([C:15]([F:18])([F:17])[F:16])=[CH:9][C:8]=3[N:7]([CH3:19])[C:6]=2[C:5]([C:20]#[N:21])=[CH:4][N:3]=1.[NH4+:22].[OH-], predict the reaction product. The product is: [NH2:22][C:2]1[C:14]2[C:13]3[CH:12]=[CH:11][C:10]([C:15]([F:18])([F:17])[F:16])=[CH:9][C:8]=3[N:7]([CH3:19])[C:6]=2[C:5]([C:20]#[N:21])=[CH:4][N:3]=1. (4) Given the reactants Br[CH2:2][CH2:3][CH2:4][O:5][C:6]1[CH:7]=[C:8]2[C:12](=[CH:13][C:14]=1[O:15][CH3:16])[C:11](=[O:17])[CH2:10][CH2:9]2.[NH:18]1[CH2:22][CH2:21][CH2:20][CH2:19]1, predict the reaction product. The product is: [CH3:16][O:15][C:14]1[CH:13]=[C:12]2[C:8]([CH2:9][CH2:10][C:11]2=[O:17])=[CH:7][C:6]=1[O:5][CH2:4][CH2:3][CH2:2][N:18]1[CH2:22][CH2:21][CH2:20][CH2:19]1. (5) Given the reactants C(OC([N:8]1[C:16]2[C:11](=[C:12]([Cl:17])[CH:13]=[CH:14][CH:15]=2)[CH:10]=[C:9]1[C:18]1[CH:23]=[CH:22][C:21]([Cl:24])=[C:20]([S:25](=[O:34])(=[O:33])[NH:26][CH:27]2[CH2:32][CH2:31][CH2:30][CH2:29][CH2:28]2)[CH:19]=1)=O)(C)(C)C, predict the reaction product. The product is: [Cl:24][C:21]1[CH:22]=[CH:23][C:18]([C:9]2[NH:8][C:16]3[C:11]([CH:10]=2)=[C:12]([Cl:17])[CH:13]=[CH:14][CH:15]=3)=[CH:19][C:20]=1[S:25]([NH:26][CH:27]1[CH2:32][CH2:31][CH2:30][CH2:29][CH2:28]1)(=[O:33])=[O:34].